Dataset: Reaction yield outcomes from USPTO patents with 853,638 reactions. Task: Predict the reaction yield, written as a fraction of the theoretical maximum amount of product (1.0 means a 100% yield; for example, 0.34 means a 34% yield). The reactants are [F:1][C:2]1[CH:7]=[CH:6][C:5]([CH2:8][C:9]([N:11]=[C:12]=[S:13])=[O:10])=[CH:4][CH:3]=1.CCO.[NH2:17][C:18]1[CH:52]=[CH:51][C:21]([O:22][C:23]2[CH:28]=[CH:27][N:26]=[C:25]3[CH:29]=[C:30]([C:32]4[N:37]=[CH:36][C:35]([CH2:38][N:39]([CH2:47][CH2:48][O:49][CH3:50])[C:40](=[O:46])[O:41][C:42]([CH3:45])([CH3:44])[CH3:43])=[CH:34][CH:33]=4)[S:31][C:24]=23)=[C:20]([F:53])[CH:19]=1. The catalyst is C1(C)C=CC=CC=1. The product is [F:53][C:20]1[CH:19]=[C:18]([NH:17][C:12]([NH:11][C:9](=[O:10])[CH2:8][C:5]2[CH:4]=[CH:3][C:2]([F:1])=[CH:7][CH:6]=2)=[S:13])[CH:52]=[CH:51][C:21]=1[O:22][C:23]1[CH:28]=[CH:27][N:26]=[C:25]2[CH:29]=[C:30]([C:32]3[N:37]=[CH:36][C:35]([CH2:38][N:39]([CH2:47][CH2:48][O:49][CH3:50])[C:40](=[O:46])[O:41][C:42]([CH3:45])([CH3:43])[CH3:44])=[CH:34][CH:33]=3)[S:31][C:24]=12. The yield is 0.510.